Dataset: Peptide-MHC class I binding affinity with 185,985 pairs from IEDB/IMGT. Task: Regression. Given a peptide amino acid sequence and an MHC pseudo amino acid sequence, predict their binding affinity value. This is MHC class I binding data. The peptide sequence is RGETYGRLL. The MHC is HLA-B27:05 with pseudo-sequence HLA-B27:05. The binding affinity (normalized) is 0.196.